Dataset: Forward reaction prediction with 1.9M reactions from USPTO patents (1976-2016). Task: Predict the product of the given reaction. (1) Given the reactants CC([N:5]([C:9]1([CH3:25])[CH2:13][CH2:12][N:11]([S:14]([C:17]2[C:18]([NH2:24])=[N:19][CH:20]=[C:21](Br)[CH:22]=2)(=[O:16])=[O:15])[CH2:10]1)C(=O)[O-])(C)C.[CH2:26]([C@@H:28]1[CH2:37][C:36]2[N:35]=[C:34]([CH3:38])[N:33]=[C:32]([N:39]3[CH2:45][C:44]4[CH:46]=[C:47](B(O)O)[CH:48]=[CH:49][C:43]=4[O:42][CH2:41][CH2:40]3)[C:31]=2[CH2:30][CH2:29]1)[CH3:27], predict the reaction product. The product is: [NH2:5][C:9]1([CH3:25])[CH2:13][CH2:12][N:11]([S:14]([C:17]2[C:18]([NH2:24])=[N:19][CH:20]=[C:21]([C:47]3[CH:48]=[CH:49][C:43]4[O:42][CH2:41][CH2:40][N:39]([C:32]5[C:31]6[CH2:30][CH2:29][C@H:28]([CH2:26][CH3:27])[CH2:37][C:36]=6[N:35]=[C:34]([CH3:38])[N:33]=5)[CH2:45][C:44]=4[CH:46]=3)[CH:22]=2)(=[O:15])=[O:16])[CH2:10]1. (2) Given the reactants [CH3:1][O:2][C:3]1[C:14]2=[C:15]3[N:10]([CH2:11][CH2:12][CH2:13]2)[CH2:9][CH2:8][CH2:7][C:6]3=[CH:5][C:4]=1[CH:16]=[CH:17][C:18]1[S:22][C:21]([CH:23]=O)=[CH:20][CH:19]=1.[C:25]([C:27]1[C:28](=[C:35]([C:38]#[N:39])[C:36]#[N:37])[O:29][C:30]([CH3:34])([CH3:33])[C:31]=1[CH3:32])#[N:26].C([O-])(=O)C.[NH4+], predict the reaction product. The product is: [C:25]([C:27]1[C:28](=[C:35]([C:36]#[N:37])[C:38]#[N:39])[O:29][C:30]([CH3:33])([CH3:34])[C:31]=1[CH:32]=[CH:23][C:21]1[S:22][C:18]([CH:17]=[CH:16][C:4]2[CH:5]=[C:6]3[C:15]4[N:10]([CH2:9][CH2:8][CH2:7]3)[CH2:11][CH2:12][CH2:13][C:14]=4[C:3]=2[O:2][CH3:1])=[CH:19][CH:20]=1)#[N:26]. (3) Given the reactants Cl[C:2]1[CH:3]=[CH:4][C:5]2[N:6]([N:9]=[C:10]([CH:12]=[CH:13][C:14]3[N:18]([CH3:19])[N:17]=[C:16]([N:20]4[CH2:24][CH2:23][CH2:22][CH2:21]4)[N:15]=3)[N:11]=2)[C:7]=1[CH3:8].C(N(CC)CC)C, predict the reaction product. The product is: [CH3:8][C:7]1[N:6]2[N:9]=[C:10]([CH2:12][CH2:13][C:14]3[N:18]([CH3:19])[N:17]=[C:16]([N:20]4[CH2:24][CH2:23][CH2:22][CH2:21]4)[N:15]=3)[N:11]=[C:5]2[CH:4]=[CH:3][CH:2]=1. (4) Given the reactants [C:1]([O:5][CH2:6][CH2:7][CH2:8][CH2:9][CH2:10][CH2:11][Mg]Cl)([CH3:4])([CH3:3])[CH3:2].[Cl:14][C:15]([SiH3:18])(Cl)[Cl:16], predict the reaction product. The product is: [C:1]([O:5][CH2:6][CH2:7][CH2:8][CH2:9][CH2:10][CH2:11][SiH2:18][CH:15]([Cl:16])[Cl:14])([CH3:4])([CH3:3])[CH3:2]. (5) Given the reactants [CH3:1][C:2]1[N:3]([C:7]2[CH:12]=[CH:11][C:10]([NH:13][C:14]3[N:15]=[C:16]([NH:24][CH2:25][CH:26]4[CH2:31][CH2:30][O:29][CH2:28][CH2:27]4)[C:17]4[CH2:23][NH:22][CH2:21][CH2:20][C:18]=4[N:19]=3)=[CH:9][CH:8]=2)[CH:4]=[CH:5][N:6]=1.[C:32](O)(=O)C.C=O.C([BH3-])#N.[Na+], predict the reaction product. The product is: [CH3:32][N:22]1[CH2:21][CH2:20][C:18]2[N:19]=[C:14]([NH:13][C:10]3[CH:11]=[CH:12][C:7]([N:3]4[CH:4]=[CH:5][N:6]=[C:2]4[CH3:1])=[CH:8][CH:9]=3)[N:15]=[C:16]([NH:24][CH2:25][CH:26]3[CH2:31][CH2:30][O:29][CH2:28][CH2:27]3)[C:17]=2[CH2:23]1.